Task: Predict which catalyst facilitates the given reaction.. Dataset: Catalyst prediction with 721,799 reactions and 888 catalyst types from USPTO (1) The catalyst class is: 5. Product: [Br:1][C:2]1[CH:3]=[CH:4][C:5]([F:29])=[C:6]([C@:8]2([CH2:27][F:28])[CH2:13][C@@H:12]([C:14]([F:16])([F:17])[F:15])[O:11][C:10]([NH2:18])=[N:9]2)[CH:7]=1. Reactant: [Br:1][C:2]1[CH:3]=[CH:4][C:5]([F:29])=[C:6]([C@:8]2([CH2:27][F:28])[CH2:13][C@@H:12]([C:14]([F:17])([F:16])[F:15])[O:11][C:10]([NH:18]C(=O)C3C=CC=CC=3)=[N:9]2)[CH:7]=1.N12CCCN=C1CCCCC2. (2) Reactant: CCOCC.C([Mg]Cl)(C)C.[F:11][C:12]1[CH:17]=[CH:16][C:15]([S:18]([C@@:21]2([C:36]3[CH:41]=[CH:40][C:39](I)=[CH:38][CH:37]=3)[CH2:25][CH2:24][N:23]([C:26]([O:28][CH2:29][C:30]3[CH:35]=[CH:34][CH:33]=[CH:32][CH:31]=3)=[O:27])[CH2:22]2)(=[O:20])=[O:19])=[CH:14][CH:13]=1.[F:43][C:44]([F:54])([F:53])[C:45]([C:47]1[CH:52]=[CH:51][CH:50]=[CH:49][CH:48]=1)=[O:46]. Product: [F:11][C:12]1[CH:17]=[CH:16][C:15]([S:18]([C@@:21]2([C:36]3[CH:41]=[CH:40][C:39]([C:45]([OH:46])([C:47]4[CH:48]=[CH:49][CH:50]=[CH:51][CH:52]=4)[C:44]([F:43])([F:53])[F:54])=[CH:38][CH:37]=3)[CH2:25][CH2:24][N:23]([C:26]([O:28][CH2:29][C:30]3[CH:35]=[CH:34][CH:33]=[CH:32][CH:31]=3)=[O:27])[CH2:22]2)(=[O:20])=[O:19])=[CH:14][CH:13]=1. The catalyst class is: 7. (3) Reactant: [AlH4-].[Li+].C[C:4]1[CH:12]=[CH:11][C:7]([C:8](O)=[O:9])=[CH:6][C:5]=1[B:13]1[O:17][C:16]([CH3:19])([CH3:18])[C:15]([CH3:21])([CH3:20])[O:14]1. Product: [CH3:18][C:16]1([CH3:19])[C:15]([CH3:20])([CH3:21])[O:14][B:13]([C:5]2[CH:6]=[C:7]([CH2:8][OH:9])[CH:11]=[CH:12][CH:4]=2)[O:17]1. The catalyst class is: 7. (4) Product: [C:6]([S:14][C:15]([CH3:18])([CH3:17])[CH3:16])(=[O:13])[C:7]1[CH:12]=[CH:11][CH:10]=[CH:9][CH:8]=1. Reactant: C(S)CCC.[C:6]([S:14][C:15]([CH3:18])([CH3:17])[CH3:16])(=[O:13])[C:7]1[CH:12]=[CH:11][CH:10]=[CH:9][CH:8]=1.C(Cl)(=O)C1C=CC=CC=1. The catalyst class is: 17. (5) Reactant: [Br:1][C:2]1[CH:10]=[CH:9][CH:8]=[C:7]([F:11])[C:3]=1[C:4]([OH:6])=[O:5].[C:12](=O)([O-])[O-].[K+].[K+].CI. Product: [Br:1][C:2]1[CH:10]=[CH:9][CH:8]=[C:7]([F:11])[C:3]=1[C:4]([O:6][CH3:12])=[O:5]. The catalyst class is: 35. (6) Reactant: [OH:1][C:2]([C:27]1[CH:28]=[CH:29][C:30]([C:33]([O:35]C)=[O:34])=[N:31][CH:32]=1)([C:4]1[S:5][C:6]([C:9]2[CH:14]=[C:13]([NH:15][C:16]3[N:21]=[C:20]([C:22]([F:25])([F:24])[F:23])[CH:19]=[CH:18][N:17]=3)[CH:12]=[C:11]([CH3:26])[CH:10]=2)=[CH:7][N:8]=1)[CH3:3].[OH-].[Na+].Cl. Product: [OH:1][C:2]([C:27]1[CH:28]=[CH:29][C:30]([C:33]([OH:35])=[O:34])=[N:31][CH:32]=1)([C:4]1[S:5][C:6]([C:9]2[CH:14]=[C:13]([NH:15][C:16]3[N:21]=[C:20]([C:22]([F:25])([F:24])[F:23])[CH:19]=[CH:18][N:17]=3)[CH:12]=[C:11]([CH3:26])[CH:10]=2)=[CH:7][N:8]=1)[CH3:3]. The catalyst class is: 24. (7) Reactant: [C:1]([O:5][C:6]([N:8]1[CH2:13][CH2:12][CH:11]([NH:14][CH2:15][C:16]2[CH:21]=[CH:20][CH:19]=[CH:18][CH:17]=2)[CH:10]([OH:22])[CH2:9]1)=[O:7])([CH3:4])([CH3:3])[CH3:2].C(OC(N1CCC(O)C(NCC2C=CC=CC=2)C1)=O)(C)(C)C.C(N(CC)CC)C.[Cl:52][CH2:53][C:54](Cl)=[O:55]. Product: [CH2:15]([N:14]([C:54](=[O:55])[CH2:53][Cl:52])[CH:11]1[CH2:12][CH2:13][N:8]([C:6]([O:5][C:1]([CH3:4])([CH3:2])[CH3:3])=[O:7])[CH2:9][CH:10]1[OH:22])[C:16]1[CH:17]=[CH:18][CH:19]=[CH:20][CH:21]=1. The catalyst class is: 2. (8) Reactant: [CH2:1]([O:8][C:9]([NH:11][C@H:12]([C:17]([OH:19])=[O:18])[CH2:13][C:14]([OH:16])=O)=[O:10])[C:2]1[CH:7]=[CH:6][CH:5]=[CH:4][CH:3]=1.C(Cl)(=O)C.C1(C)C=CC=CC=1.CN(C)C=O. Product: [CH2:1]([O:8][C:9]([NH:11][C@@H:12]1[C:17](=[O:18])[O:19][C:14](=[O:16])[CH2:13]1)=[O:10])[C:2]1[CH:3]=[CH:4][CH:5]=[CH:6][CH:7]=1. The catalyst class is: 13. (9) Reactant: [C:1](=[NH:24])([O:3][CH2:4][CH2:5][C:6]1[CH:11]=[CH:10][C:9]([O:12][C:13]2[CH:18]=[CH:17][C:16]([Cl:19])=[C:15]([C:20]([F:23])([F:22])[F:21])[N:14]=2)=[CH:8][CH:7]=1)[NH2:2].FC(F)(F)C([O-])=O.[CH:32]([CH:34]([CH2:39][C:40]1[CH:41]=[N:42][C:43]([O:46][CH3:47])=[N:44][CH:45]=1)[C:35](OC)=O)=[O:33].C([O-])([O-])=O.[K+].[K+]. Product: [Cl:19][C:16]1[CH:17]=[CH:18][C:13]([O:12][C:9]2[CH:8]=[CH:7][C:6]([CH2:5][CH2:4][O:3][C:1]3[NH:2][CH:35]=[C:34]([CH2:39][C:40]4[CH:41]=[N:42][C:43]([O:46][CH3:47])=[N:44][CH:45]=4)[C:32](=[O:33])[N:24]=3)=[CH:11][CH:10]=2)=[N:14][C:15]=1[C:20]([F:22])([F:23])[F:21]. The catalyst class is: 12. (10) Reactant: [CH3:1][C:2]([S:26]([CH3:29])(=[O:28])=[O:27])([CH2:13][CH2:14][C:15]1[CH:20]=[CH:19][C:18]([N:21]2[CH:25]=[CH:24][CH:23]=[N:22]2)=[CH:17][CH:16]=1)[C:3]([NH:5][O:6]C1CCCCO1)=[O:4].Cl.CO. Product: [OH:6][NH:5][C:3](=[O:4])[C:2]([CH3:1])([S:26]([CH3:29])(=[O:28])=[O:27])[CH2:13][CH2:14][C:15]1[CH:16]=[CH:17][C:18]([N:21]2[CH:25]=[CH:24][CH:23]=[N:22]2)=[CH:19][CH:20]=1. The catalyst class is: 2.